This data is from Catalyst prediction with 721,799 reactions and 888 catalyst types from USPTO. The task is: Predict which catalyst facilitates the given reaction. Reactant: [F:1][C:2]1[CH:3]=[C:4]([C:8]2[CH:9]=[CH:10][C:11]3[N:12]([C:14]([S:17][C:18]4[CH:27]=[CH:26][C:21]5[N:22]=[C:23]([NH2:25])[S:24][C:20]=5[CH:19]=4)=[N:15][N:16]=3)[N:13]=2)[CH:5]=[CH:6][CH:7]=1.[C:28](OC(=O)C)(=[O:30])[CH3:29]. Product: [F:1][C:2]1[CH:3]=[C:4]([C:8]2[CH:9]=[CH:10][C:11]3[N:12]([C:14]([S:17][C:18]4[CH:27]=[CH:26][C:21]5[N:22]=[C:23]([NH:25][C:28](=[O:30])[CH3:29])[S:24][C:20]=5[CH:19]=4)=[N:15][N:16]=3)[N:13]=2)[CH:5]=[CH:6][CH:7]=1. The catalyst class is: 17.